This data is from Full USPTO retrosynthesis dataset with 1.9M reactions from patents (1976-2016). The task is: Predict the reactants needed to synthesize the given product. (1) The reactants are: C(OC([NH:8][CH2:9][CH2:10][CH2:11][C@H:12]([NH:16][C:17]([C:19]1[C:20](=[O:34])[N:21]([CH2:25][C:26]2[CH:31]=[C:30]([Cl:32])[CH:29]=[C:28]([Cl:33])[CH:27]=2)[CH:22]=[CH:23][CH:24]=1)=[O:18])[C:13]([OH:15])=[O:14])=O)(C)(C)C.[C:35]([OH:41])([C:37]([F:40])([F:39])[F:38])=[O:36]. Given the product [NH2:8][CH2:9][CH2:10][CH2:11][C@H:12]([NH:16][C:17]([C:19]1[C:20](=[O:34])[N:21]([CH2:25][C:26]2[CH:31]=[C:30]([Cl:32])[CH:29]=[C:28]([Cl:33])[CH:27]=2)[CH:22]=[CH:23][CH:24]=1)=[O:18])[C:13]([OH:15])=[O:14].[C:35]([OH:41])([C:37]([F:40])([F:39])[F:38])=[O:36], predict the reactants needed to synthesize it. (2) Given the product [O:54]=[S:51]1(=[O:55])[CH2:52][CH2:53][CH:48]([CH2:47][O:1][C:2]2[CH:7]=[CH:6][C:5]([C:8]3[C:12]4[CH:13]=[C:14]([CH2:17][O:18][C:19]5[CH:24]=[CH:23][C:22]([C@@H:25]([C:32]#[C:33][CH3:34])[CH2:26][C:27]([O:29][CH2:30][CH3:31])=[O:28])=[CH:21][CH:20]=5)[CH:15]=[CH:16][C:11]=4[S:10][CH:9]=3)=[C:4]([CH3:35])[CH:3]=2)[CH2:49][CH2:50]1, predict the reactants needed to synthesize it. The reactants are: [OH:1][C:2]1[CH:7]=[CH:6][C:5]([C:8]2[C:12]3[CH:13]=[C:14]([CH2:17][O:18][C:19]4[CH:24]=[CH:23][C:22]([C@@H:25]([C:32]#[C:33][CH3:34])[CH2:26][C:27]([O:29][CH2:30][CH3:31])=[O:28])=[CH:21][CH:20]=4)[CH:15]=[CH:16][C:11]=3[S:10][CH:9]=2)=[C:4]([CH3:35])[CH:3]=1.CC1C=CC(S(O[CH2:47][CH:48]2[CH2:53][CH2:52][S:51](=[O:55])(=[O:54])[CH2:50][CH2:49]2)(=O)=O)=CC=1.C([O-])([O-])=O.[Cs+].[Cs+].O. (3) Given the product [CH2:10]([O:1][C:2]1[CH:9]=[CH:8][CH:7]=[CH:6][C:3]=1[C:4]#[N:5])[CH2:16][CH3:17], predict the reactants needed to synthesize it. The reactants are: [OH:1][C:2]1[CH:9]=[CH:8][CH:7]=[CH:6][C:3]=1[C:4]#[N:5].[C:10](=O)([O-])[O-].[K+].[K+].[CH2:16](Br)[CH3:17]. (4) Given the product [C:1]([C:4]1[CH:9]=[CH:8][C:7]([NH:10][C:13]2[C:22]3[C:17](=[CH:18][CH:19]=[CH:20][CH:21]=3)[C:16]([CH2:23][C:24]3[CH:29]=[CH:28][N:27]=[CH:26][CH:25]=3)=[N:15][N:14]=2)=[CH:6][C:5]=1[OH:11])(=[O:3])[CH3:2], predict the reactants needed to synthesize it. The reactants are: [C:1]([C:4]1[CH:9]=[CH:8][C:7]([NH2:10])=[CH:6][C:5]=1[OH:11])(=[O:3])[CH3:2].Cl[C:13]1[C:22]2[C:17](=[CH:18][CH:19]=[CH:20][CH:21]=2)[C:16]([CH2:23][C:24]2[CH:29]=[CH:28][N:27]=[CH:26][CH:25]=2)=[N:15][N:14]=1.N.ClCCl. (5) Given the product [NH2:31][C:15]1[N:14]=[C:13]2[C:18]([C:19]([NH:32][C:33]([CH3:38])([CH2:36][OH:37])[CH2:34][OH:35])=[N:20][C:11]([S:10][CH2:9][C:3]3[CH:4]=[CH:5][CH:6]=[C:7]([F:8])[C:2]=3[F:1])=[N:12]2)=[N:17][CH:16]=1, predict the reactants needed to synthesize it. The reactants are: [F:1][C:2]1[C:7]([F:8])=[CH:6][CH:5]=[CH:4][C:3]=1[CH2:9][S:10][C:11]1[N:20]=[C:19](SCC2C=CC=C(F)C=2F)[C:18]2[C:13](=[N:14][C:15]([NH2:31])=[CH:16][N:17]=2)[N:12]=1.[NH2:32][C:33]([CH3:38])([CH2:36][OH:37])[CH2:34][OH:35]. (6) Given the product [NH2:2][C:3]1[C:11]([OH:12])=[CH:10][C:9]([CH3:13])=[CH:8][C:4]=1[C:5]([O:7][CH3:18])=[O:6], predict the reactants needed to synthesize it. The reactants are: Br.[NH2:2][C:3]1[C:11]([OH:12])=[CH:10][C:9]([CH3:13])=[CH:8][C:4]=1[C:5]([OH:7])=[O:6].S(Cl)(Cl)=O.[CH3:18]O. (7) Given the product [N:1]1[CH:6]=[CH:5][CH:4]=[C:3]([C@@H:7]2[CH2:11][CH2:10][C@@H:9]([N:17]3[C:16](=[O:18])[C:15]4=[CH:19][CH:20]=[CH:21][CH:22]=[C:14]4[C:13]3=[O:23])[CH2:8]2)[CH:2]=1, predict the reactants needed to synthesize it. The reactants are: [N:1]1[CH:6]=[CH:5][CH:4]=[C:3]([C@@H:7]2[CH2:11][CH2:10][C@H:9](O)[CH2:8]2)[CH:2]=1.[C:13]1(=[O:23])[NH:17][C:16](=[O:18])[C:15]2=[CH:19][CH:20]=[CH:21][CH:22]=[C:14]12.CC(OC(/N=N/C(OC(C)C)=O)=O)C.C1(P(C2C=CC=CC=2)C2C=CC=CC=2)C=CC=CC=1. (8) Given the product [F:1][C:2]1[CH:7]=[C:6]([N+:8]([O-:10])=[O:9])[CH:5]=[C:4]([F:11])[C:3]=1[N:12]1[CH2:21][CH2:20][C:15](=[O:16])[CH2:14][CH2:13]1, predict the reactants needed to synthesize it. The reactants are: [F:1][C:2]1[CH:7]=[C:6]([N+:8]([O-:10])=[O:9])[CH:5]=[C:4]([F:11])[C:3]=1[N:12]1[CH2:21][CH2:20][C:15]2(OCC[O:16]2)[CH2:14][CH2:13]1.O.Cl. (9) The reactants are: [CH3:1][O:2][C:3]([C:5]1[C:13]2[C:8](=[CH:9][CH:10]=[C:11]([OH:14])[CH:12]=2)[N:7]([C:15]2[CH:20]=[CH:19][C:18]([O:21][CH:22]([CH3:24])[CH3:23])=[CH:17][CH:16]=2)[C:6]=1[C:25]1[CH:30]=[CH:29][C:28]([C:31]([O:33][CH3:34])=[O:32])=[CH:27][CH:26]=1)=[O:4].[Cl:35][C:36]1[CH:41]=[CH:40][C:39](B(O)O)=[CH:38][CH:37]=1. Given the product [CH3:1][O:2][C:3]([C:5]1[C:13]2[C:8](=[CH:9][CH:10]=[C:11]([O:14][C:39]3[CH:40]=[CH:41][C:36]([Cl:35])=[CH:37][CH:38]=3)[CH:12]=2)[N:7]([C:15]2[CH:16]=[CH:17][C:18]([O:21][CH:22]([CH3:24])[CH3:23])=[CH:19][CH:20]=2)[C:6]=1[C:25]1[CH:26]=[CH:27][C:28]([C:31]([O:33][CH3:34])=[O:32])=[CH:29][CH:30]=1)=[O:4], predict the reactants needed to synthesize it.